The task is: Predict the reactants needed to synthesize the given product.. This data is from Full USPTO retrosynthesis dataset with 1.9M reactions from patents (1976-2016). Given the product [F-:2].[CH2:16]([N+:7]([CH2:3][CH2:4][CH2:5][CH3:6])([CH2:8][CH2:9][CH2:10][CH3:11])[CH2:12][CH2:13][CH2:14][CH3:15])[CH2:17][CH2:18][CH3:19], predict the reactants needed to synthesize it. The reactants are: O.[F-:2].[CH2:3]([N+:7]([CH2:16][CH2:17][CH2:18][CH3:19])([CH2:12][CH2:13][CH2:14][CH3:15])[CH2:8][CH2:9][CH2:10][CH3:11])[CH2:4][CH2:5][CH3:6].C(O)C.